Dataset: Forward reaction prediction with 1.9M reactions from USPTO patents (1976-2016). Task: Predict the product of the given reaction. Given the reactants [O:1]1[CH2:4][CH:3]([OH:5])[CH2:2]1.C([O-])([O-])=O.[K+].[K+].Cl[CH2:13][C:14]1[CH:19]=[CH:18][CH:17]=[C:16]([N+:20]([O-:22])=[O:21])[CH:15]=1.O, predict the reaction product. The product is: [N+:20]([C:16]1[CH:15]=[C:14]([CH:19]=[CH:18][CH:17]=1)[CH2:13][O:5][CH:3]1[CH2:4][O:1][CH2:2]1)([O-:22])=[O:21].